From a dataset of Catalyst prediction with 721,799 reactions and 888 catalyst types from USPTO. Predict which catalyst facilitates the given reaction. Reactant: [C:1](Cl)(=[O:3])[CH3:2].C(N(CC)CC)C.[Cl:12][C:13]1[N:22]=[C:21]([N:23]2[CH2:28][CH2:27][CH2:26][C@@H:25]([NH2:29])[CH2:24]2)[C:20]2[C:15](=[CH:16][CH:17]=[C:18]([O:30][CH3:31])[CH:19]=2)[N:14]=1. Product: [Cl:12][C:13]1[N:22]=[C:21]([N:23]2[CH2:28][CH2:27][CH2:26][C@@H:25]([NH:29][C:1](=[O:3])[CH3:2])[CH2:24]2)[C:20]2[C:15](=[CH:16][CH:17]=[C:18]([O:30][CH3:31])[CH:19]=2)[N:14]=1. The catalyst class is: 4.